This data is from TCR-epitope binding with 47,182 pairs between 192 epitopes and 23,139 TCRs. The task is: Binary Classification. Given a T-cell receptor sequence (or CDR3 region) and an epitope sequence, predict whether binding occurs between them. (1) The epitope is KEIDRLNEV. The TCR CDR3 sequence is CATETGAAEAFF. Result: 0 (the TCR does not bind to the epitope). (2) The epitope is RTLNAWVKV. The TCR CDR3 sequence is CASSVHSTSGDQETQYF. Result: 1 (the TCR binds to the epitope).